Dataset: Full USPTO retrosynthesis dataset with 1.9M reactions from patents (1976-2016). Task: Predict the reactants needed to synthesize the given product. (1) Given the product [C:1]([C:12]1[N:17]=[C:16]([O:18][C:19]2[C:24]([CH3:25])=[CH:23][C:22]([CH3:26])=[CH:21][C:20]=2[CH3:27])[C:15]([C:28]([O:30][CH3:31])=[O:29])=[CH:14][CH:13]=1)#[C:2][CH3:3], predict the reactants needed to synthesize it. The reactants are: [CH:1]#[C:2][CH3:3].C(N(CC)CC)C.Cl[C:12]1[N:17]=[C:16]([O:18][C:19]2[C:24]([CH3:25])=[CH:23][C:22]([CH3:26])=[CH:21][C:20]=2[CH3:27])[C:15]([C:28]([O:30][CH3:31])=[O:29])=[CH:14][CH:13]=1.C1(P(C2C=CC=CC=2)C2C=CC=CC=2)C=CC=CC=1. (2) Given the product [Cl:1][C:2]1[N:3]=[C:4]([N:18]2[CH2:23][CH2:22][O:21][CH2:20][CH2:19]2)[C:5]2[S:10][C:9]([C:11]3[CH:12]=[CH:13][C:14]([NH:15][CH2:25][CH2:26][N:27]4[CH2:32][CH2:31][O:30][CH2:29][CH2:28]4)=[CH:16][CH:17]=3)=[CH:8][C:6]=2[N:7]=1, predict the reactants needed to synthesize it. The reactants are: [Cl:1][C:2]1[N:3]=[C:4]([N:18]2[CH2:23][CH2:22][O:21][CH2:20][CH2:19]2)[C:5]2[S:10][C:9]([C:11]3[CH:17]=[CH:16][C:14]([NH2:15])=[CH:13][CH:12]=3)=[CH:8][C:6]=2[N:7]=1.Cl[CH2:25][CH2:26][N:27]1[CH2:32][CH2:31][O:30][CH2:29][CH2:28]1.C(=O)([O-])[O-].[K+].[K+].[I-].[K+]. (3) Given the product [C:1]([O:5][C:6](=[O:20])[CH2:7][O:8][C:9]1[C:18]2[CH2:17][CH2:16][CH2:15][CH:14]([NH:19][S:27]([C:24]3[CH:23]=[CH:22][C:21]([C:31]4[CH:36]=[CH:35][CH:34]=[CH:33][CH:32]=4)=[CH:26][CH:25]=3)(=[O:29])=[O:28])[C:13]=2[CH:12]=[CH:11][CH:10]=1)([CH3:4])([CH3:2])[CH3:3], predict the reactants needed to synthesize it. The reactants are: [C:1]([O:5][C:6](=[O:20])[CH2:7][O:8][C:9]1[C:18]2[CH2:17][CH2:16][CH2:15][CH:14]([NH2:19])[C:13]=2[CH:12]=[CH:11][CH:10]=1)([CH3:4])([CH3:3])[CH3:2].[C:21]1([C:31]2[CH:36]=[CH:35][CH:34]=[CH:33][CH:32]=2)[CH:26]=[CH:25][C:24]([S:27](Cl)(=[O:29])=[O:28])=[CH:23][CH:22]=1.C(N(C(C)C)CC)(C)C. (4) Given the product [ClH:19].[F:18][C:2]1([F:1])[C@H:6]([OH:7])[C@@H:5]([CH2:8][OH:9])[O:4][C@H:3]1[N:10]1[CH:17]=[CH:16][C:14]([NH2:15])=[N:13][C:11]1=[O:12], predict the reactants needed to synthesize it. The reactants are: [F:1][C:2]1([F:18])[C@H:6]([OH:7])[C@@H:5]([CH2:8][OH:9])[O:4][C@H:3]1[N:10]1[CH:17]=[CH:16][C:14]([NH2:15])=[N:13][C:11]1=[O:12].[ClH:19]. (5) Given the product [CH2:16]([C:10]1[C:11]([OH:13])=[C:5]([C:4]([O:3][CH2:1][CH3:2])=[O:19])[C:6](=[O:7])[NH:8][C:9]=1[CH3:18])[CH3:17], predict the reactants needed to synthesize it. The reactants are: [CH2:1]([O:3][C:4](=[O:19])[CH2:5][C:6]([NH:8]/[C:9](/[CH3:18])=[C:10](/[CH2:16][CH3:17])\[C:11]([O:13]CC)=O)=[O:7])[CH3:2].C[O-].[Na+].Cl.